From a dataset of Reaction yield outcomes from USPTO patents with 853,638 reactions. Predict the reaction yield, written as a fraction of the theoretical maximum amount of product (1.0 means a 100% yield; for example, 0.34 means a 34% yield). (1) The reactants are [O:1]1[CH2:6][CH:5]=[C:4]([C:7]2[CH:12]=[C:11]([C:13](OC)=[O:14])[CH:10]=[CH:9][C:8]=2[C:17]2[CH:22]=[C:21]([O:23][CH3:24])[CH:20]=[CH:19][C:18]=2[F:25])[CH2:3][CH2:2]1.[H-].[H-].[H-].[H-].[Li+].[Al+3].[OH-].[Na+]. The catalyst is C1COCC1. The product is [O:1]1[CH2:2][CH:3]=[C:4]([C:7]2[CH:12]=[C:11]([CH2:13][OH:14])[CH:10]=[CH:9][C:8]=2[C:17]2[CH:22]=[C:21]([O:23][CH3:24])[CH:20]=[CH:19][C:18]=2[F:25])[CH2:5][CH2:6]1. The yield is 0.800. (2) The reactants are [S:1]1[CH2:5][C@@H:4]([CH2:6][OH:7])[NH:3][CH2:2]1.[Cl:8][CH2:9][CH:10]1[CH2:12]O1. No catalyst specified. The product is [Cl:8][CH2:9][CH:10]1[O:7][CH2:6][C@@H:4]2[CH2:5][S:1][CH2:2][N:3]2[CH2:12]1. The yield is 0.0240. (3) The reactants are [NH:1]1[C:9]2[C:4](=[CH:5][CH:6]=[CH:7][CH:8]=2)[C:3](C(O)=O)=[CH:2]1.C([N:15]([CH2:18]C)CC)C.C1(P(N=[N+]=[N-])(C2C=CC=CC=2)=[O:27])C=CC=CC=1.[C:37]1([C:43]2[N:47]=[C:46]([N:48]3[CH2:53][CH2:52][NH:51][CH2:50][CH2:49]3)[S:45][N:44]=2)[CH:42]=[CH:41][CH:40]=[CH:39][CH:38]=1. The catalyst is C1(C)C=CC=CC=1.O. The product is [NH:1]1[C:9]2[C:4](=[CH:5][CH:6]=[CH:7][CH:8]=2)[C:3]([NH:15][C:18]([N:51]2[CH2:52][CH2:53][N:48]([C:46]3[S:45][N:44]=[C:43]([C:37]4[CH:38]=[CH:39][CH:40]=[CH:41][CH:42]=4)[N:47]=3)[CH2:49][CH2:50]2)=[O:27])=[CH:2]1. The yield is 0.273.